This data is from Full USPTO retrosynthesis dataset with 1.9M reactions from patents (1976-2016). The task is: Predict the reactants needed to synthesize the given product. (1) Given the product [F:1][C:2]1[CH:3]=[CH:4][C:5]([C:8]2[C:18]([C:19](=[O:21])[CH:20]=[CH:24][N:25]([CH3:27])[CH3:26])=[C:11]3[CH:12]=[CH:13][C:14]([C:16]#[N:17])=[CH:15][N:10]3[N:9]=2)=[CH:6][CH:7]=1, predict the reactants needed to synthesize it. The reactants are: [F:1][C:2]1[CH:7]=[CH:6][C:5]([C:8]2[C:18]([C:19](=[O:21])[CH3:20])=[C:11]3[CH:12]=[CH:13][C:14]([C:16]#[N:17])=[CH:15][N:10]3[N:9]=2)=[CH:4][CH:3]=1.CO[CH:24](OC)[N:25]([CH3:27])[CH3:26]. (2) Given the product [CH3:25][N:24]([CH3:26])[C:22](=[O:23])[C:21]([OH:20])([CH3:29])[C:27]#[C:28][C:2]1[C:3]([F:19])=[CH:4][C:5]2[O:11][CH2:10][CH2:9][N:8]3[CH:12]=[C:13]([C:15]([NH2:17])=[O:16])[N:14]=[C:7]3[C:6]=2[CH:18]=1, predict the reactants needed to synthesize it. The reactants are: Br[C:2]1[C:3]([F:19])=[CH:4][C:5]2[O:11][CH2:10][CH2:9][N:8]3[CH:12]=[C:13]([C:15]([NH2:17])=[O:16])[N:14]=[C:7]3[C:6]=2[CH:18]=1.[OH:20][C:21]([CH3:29])([C:27]#[CH:28])[C:22]([N:24]([CH3:26])[CH3:25])=[O:23].